This data is from Full USPTO retrosynthesis dataset with 1.9M reactions from patents (1976-2016). The task is: Predict the reactants needed to synthesize the given product. (1) Given the product [F:22][C:23]1[CH:31]=[C:30]2[C:26]([C:27]([C:41]3[CH:49]=[C:48]4[C:44]([CH:45]=[N:46][N:47]4[CH:50]4[CH2:55][CH2:54][NH:53][CH2:52][CH2:51]4)=[CH:43][CH:42]=3)=[CH:28][NH:29]2)=[CH:25][CH:24]=1, predict the reactants needed to synthesize it. The reactants are: FC1C=C2C(C(I)=CN2S(C2C=CC=CC=2)(=O)=O)=CC=1.Cl.[F:22][C:23]1[CH:31]=[C:30]2[C:26]([C:27]([C:41]3[CH:49]=[C:48]4[C:44]([CH:45]=[N:46][N:47]4[CH:50]4[CH2:55][CH2:54][NH:53][CH2:52][CH2:51]4)=[CH:43][CH:42]=3)=[CH:28][N:29]2S(C2C=CC=CC=2)(=O)=O)=[CH:25][CH:24]=1.Cl.FC1C=C2C(C(C3C=CC4C(C=3)=NN(C3CCNCC3)C=4)=CN2S(C2C=CC=CC=2)(=O)=O)=CC=1. (2) Given the product [CH3:30][C:24]1[C:25]([CH3:29])=[CH:26][CH:27]=[CH:28][C:23]=1[N:20]1[C:21](=[O:22])[C:11]2=[N:10][N:9]([CH2:8][C:5]3[CH:4]=[CH:3][C:2]([C:41]4[CH:40]=[N:39][C:38]([CH3:37])=[CH:43][CH:42]=4)=[N:7][CH:6]=3)[C:14]3[N:15]=[CH:16][CH:17]=[CH:18][C:13]=3[C:12]2=[N:19]1, predict the reactants needed to synthesize it. The reactants are: Cl[C:2]1[N:7]=[CH:6][C:5]([CH2:8][N:9]2[C:14]3[N:15]=[CH:16][CH:17]=[CH:18][C:13]=3[C:12]3=[N:19][N:20]([C:23]4[CH:28]=[CH:27][CH:26]=[C:25]([CH3:29])[C:24]=4[CH3:30])[C:21](=[O:22])[C:11]3=[N:10]2)=[CH:4][CH:3]=1.C(=O)([O-])[O-].[Cs+].[Cs+].[CH3:37][C:38]1[CH:43]=[CH:42][C:41](B(O)O)=[CH:40][N:39]=1.C(=O)(O)[O-].[Na+].